This data is from CYP3A4 inhibition data for predicting drug metabolism from PubChem BioAssay. The task is: Regression/Classification. Given a drug SMILES string, predict its absorption, distribution, metabolism, or excretion properties. Task type varies by dataset: regression for continuous measurements (e.g., permeability, clearance, half-life) or binary classification for categorical outcomes (e.g., BBB penetration, CYP inhibition). Dataset: cyp3a4_veith. (1) The molecule is Cc1cc2nnc(SCCCCN3C(=O)c4ccccc4C3=O)n2c2ccccc12. The result is 1 (inhibitor). (2) The drug is CCn1nnnc1SCC(=O)NC1CCCC1. The result is 0 (non-inhibitor). (3) The drug is CCOC(=O)N1N=C(c2ccccc2)CC1(O)C(F)(F)F. The result is 0 (non-inhibitor). (4) The compound is CC(C)OC(=O)NCCOC(=O)Nc1cccc(Cl)c1. The result is 0 (non-inhibitor). (5) The drug is CO[C@H]1COC(=O)[C@@H](OCc2ccccc2)/C=C\[C@H](C)[C@@H](OC)COC(=O)[C@H](OCc2ccccc2)/C=C\[C@@H]1C. The result is 0 (non-inhibitor). (6) The compound is CSc1nc(Cl)c(C#N)c(-c2ccc(C)cc2)n1. The result is 0 (non-inhibitor). (7) The molecule is C=C(C)CSc1nnc([C@@H](N)Cc2c[nH]c3ccccc23)o1.Cl. The result is 0 (non-inhibitor).